Task: Predict the reactants needed to synthesize the given product.. Dataset: Full USPTO retrosynthesis dataset with 1.9M reactions from patents (1976-2016) (1) Given the product [CH3:1][O:2][C:3](=[O:16])[C:4]1[CH:9]=[CH:8][C:7]([C:10]#[CH:11])=[CH:6][CH:5]=1, predict the reactants needed to synthesize it. The reactants are: [CH3:1][O:2][C:3](=[O:16])[C:4]1[CH:9]=[CH:8][C:7]([C:10]#[C:11][Si](C)(C)C)=[CH:6][CH:5]=1.[F-].C([N+](CCCC)(CCCC)CCCC)CCC.C(O)(=O)C. (2) Given the product [C:12]([C@H:14]1[C@H:19]2[CH2:20][C@H:18]2[C@H:17]2[C@H:21]3[C@H:31]([CH2:32][CH2:33][C@:15]12[CH3:16])[C@:29]1([CH3:30])[C:24](=[CH:25][C:26](=[O:34])[CH2:27][CH2:28]1)[C@H:23]([CH2:35][O:36][S:7]([C:2]1[CH:1]=[CH:6][C:5]([CH3:38])=[CH:4][CH:3]=1)(=[O:8])=[O:9])[CH2:22]3)#[N:13], predict the reactants needed to synthesize it. The reactants are: [C:1]1(C)[C:2]([S:7](Cl)(=[O:9])=[O:8])=[CH:3][CH:4]=[CH:5][CH:6]=1.[C:12]([C@H:14]1[C@H:19]2[CH2:20][C@H:18]2[C@H:17]2[C@H:21]3[C@H:31]([CH2:32][CH2:33][C@:15]12[CH3:16])[C@:29]1([CH3:30])[C:24](=[CH:25][C:26](=[O:34])[CH2:27][CH2:28]1)[C@H:23]([CH2:35][OH:36])[CH2:22]3)#[N:13].N1C=CC=C[CH:38]=1. (3) Given the product [CH:30]1([N:37]([C@H:38]2[CH2:39][CH2:40][C@H:41]([CH2:45][O:46][CH3:47])[CH2:43][CH2:44]2)[C:17](=[O:18])[NH:61][C:59]2[S:60][C:56]([S:55][C:52]([CH3:54])([CH3:53])[C:51]([OH:50])=[O:62])=[CH:57][N:58]=2)[CH2:31][CH2:32][CH2:33][CH2:34][CH2:35][CH2:36]1, predict the reactants needed to synthesize it. The reactants are: C1(N([C@H]2CC[C@H](COC)CC2)C(=O)NC2SC(SC[C:17](O)=[O:18])=CN=2)CCCCC1.[CH:30]1([NH:37][C@H:38]2[CH2:44][CH2:43]C[C@H:41]([CH2:45][O:46][CH3:47])[CH2:40][CH2:39]2)[CH2:36][CH2:35][CH2:34][CH2:33][CH2:32][CH2:31]1.C([O:50][C:51](=[O:62])[C:52]([S:55][C:56]1[S:60][C:59]([NH2:61])=[N:58][CH:57]=1)([CH3:54])[CH3:53])C. (4) Given the product [F:12][C:5]([F:13])([C:6]1[CH:7]=[CH:8][CH:9]=[CH:10][CH:11]=1)[CH2:4][OH:3], predict the reactants needed to synthesize it. The reactants are: C([O:3][C:4](=O)[C:5]([F:13])([F:12])[C:6]1[CH:11]=[CH:10][CH:9]=[CH:8][CH:7]=1)C.[BH4-].[Na+]. (5) The reactants are: [CH2:1]([O:4][C:5]1[CH:6]=[C:7]([CH:27]=[C:28]([CH3:30])[CH:29]=1)[O:8][CH:9]([C:16]1[CH:21]=[CH:20][C:19]([NH2:22])=[C:18]([CH3:23])[C:17]=1[N+:24]([O-:26])=[O:25])[C:10]1[CH:15]=[CH:14][CH:13]=[CH:12][CH:11]=1)[CH:2]=[CH2:3].[F:31][C:32]1[CH:39]=[C:38]([F:40])[CH:37]=[CH:36][C:33]=1[CH2:34]Br. Given the product [CH2:1]([O:4][C:5]1[CH:6]=[C:7]([CH:27]=[C:28]([CH3:30])[CH:29]=1)[O:8][CH:9]([C:16]1[CH:21]=[CH:20][C:19]([NH:22][CH2:34][C:33]2[CH:36]=[CH:37][C:38]([F:40])=[CH:39][C:32]=2[F:31])=[C:18]([CH3:23])[C:17]=1[N+:24]([O-:26])=[O:25])[C:10]1[CH:15]=[CH:14][CH:13]=[CH:12][CH:11]=1)[CH:2]=[CH2:3], predict the reactants needed to synthesize it. (6) Given the product [CH2:1]([O:8][CH2:9][CH:10]1[CH2:12][NH:11]1)[C:2]1[CH:7]=[CH:6][CH:5]=[CH:4][CH:3]=1, predict the reactants needed to synthesize it. The reactants are: [CH2:1]([O:8][CH2:9][CH:10]1[CH2:12][N:11]1C(C1C=CC=CC=1)(C1C=CC=CC=1)C1C=CC=CC=1)[C:2]1[CH:7]=[CH:6][CH:5]=[CH:4][CH:3]=1. (7) Given the product [CH2:29]([N:14]1[C:15]2[C:20](=[CH:19][C:18]([F:23])=[C:17]([N:24]3[CH2:28][CH2:27][CH2:26][CH2:25]3)[CH:16]=2)[C:21](=[O:22])[N:12]([OH:11])[C:13]1=[O:36])[C:30]1[CH:35]=[CH:34][CH:33]=[CH:32][CH:31]=1, predict the reactants needed to synthesize it. The reactants are: C1([SiH3])C=CC=CC=1.C([O:11][N:12]1[C:21](=[O:22])[C:20]2[C:15](=[CH:16][C:17]([N:24]3[CH2:28][CH2:27][CH2:26][CH2:25]3)=[C:18]([F:23])[CH:19]=2)[N:14]([CH2:29][C:30]2[CH:35]=[CH:34][CH:33]=[CH:32][CH:31]=2)[C:13]1=[O:36])C=C. (8) Given the product [F:11][C:12]1[CH:17]=[CH:16][C:15]([C:2]2[O:1][C:9]3[CH:8]=[CH:7][CH:6]=[CH:5][C:4]=3[CH:3]=2)=[CH:14][CH:13]=1, predict the reactants needed to synthesize it. The reactants are: [O:1]1[C:9]2[C:4](=[CH:5][CH:6]=[CH:7][CH:8]=2)[C:3](=O)[CH2:2]1.[F:11][C:12]1[CH:17]=[CH:16][C:15]([Mg]Br)=[CH:14][CH:13]=1. (9) Given the product [Cl:29][C:30]1[CH:31]=[N+:32]([O-:55])[CH:33]=[C:34]([Cl:54])[C:35]=1[CH2:36][C@@H:37]([C:39]1[CH:44]=[CH:43][C:42]([O:45][CH:46]([F:48])[F:47])=[C:41]([O:49][CH2:50][CH:51]2[CH2:53][CH2:52]2)[CH:40]=1)[O:20][C:19](=[O:21])[C:18]1[CH:22]=[CH:23][C:24]([C:25]([F:28])([F:26])[F:27])=[C:16]([N:11]([CH2:10][CH2:9][N:6]2[CH2:7][CH2:8][N:3]([CH3:2])[CH2:4][CH2:5]2)[S:12]([CH3:15])(=[O:14])=[O:13])[CH:17]=1, predict the reactants needed to synthesize it. The reactants are: Cl.[CH3:2][N:3]1[CH2:8][CH2:7][N:6]([CH2:9][CH2:10][N:11]([C:16]2[CH:17]=[C:18]([CH:22]=[CH:23][C:24]=2[C:25]([F:28])([F:27])[F:26])[C:19]([OH:21])=[O:20])[S:12]([CH3:15])(=[O:14])=[O:13])[CH2:5][CH2:4]1.[Cl:29][C:30]1[CH:31]=[N+:32]([O-:55])[CH:33]=[C:34]([Cl:54])[C:35]=1[CH2:36][C@@H:37]([C:39]1[CH:44]=[CH:43][C:42]([O:45][CH:46]([F:48])[F:47])=[C:41]([O:49][CH2:50][CH:51]2[CH2:53][CH2:52]2)[CH:40]=1)O.C(Cl)CCl.Cl.